This data is from NCI-60 drug combinations with 297,098 pairs across 59 cell lines. The task is: Regression. Given two drug SMILES strings and cell line genomic features, predict the synergy score measuring deviation from expected non-interaction effect. (1) Drug 1: C1CCC(CC1)NC(=O)N(CCCl)N=O. Drug 2: CN(C(=O)NC(C=O)C(C(C(CO)O)O)O)N=O. Cell line: HCT-15. Synergy scores: CSS=32.2, Synergy_ZIP=6.06, Synergy_Bliss=2.00, Synergy_Loewe=-7.89, Synergy_HSA=1.30. (2) Drug 1: CC(CN1CC(=O)NC(=O)C1)N2CC(=O)NC(=O)C2. Drug 2: CCCS(=O)(=O)NC1=C(C(=C(C=C1)F)C(=O)C2=CNC3=C2C=C(C=N3)C4=CC=C(C=C4)Cl)F. Cell line: NCI-H522. Synergy scores: CSS=8.67, Synergy_ZIP=-4.50, Synergy_Bliss=-2.94, Synergy_Loewe=-3.31, Synergy_HSA=-3.05. (3) Drug 1: CN(C)N=NC1=C(NC=N1)C(=O)N. Drug 2: C1=CN(C(=O)N=C1N)C2C(C(C(O2)CO)O)O.Cl. Cell line: K-562. Synergy scores: CSS=40.6, Synergy_ZIP=-0.931, Synergy_Bliss=-0.336, Synergy_Loewe=-18.4, Synergy_HSA=2.59. (4) Cell line: KM12. Drug 1: CCN(CC)CCNC(=O)C1=C(NC(=C1C)C=C2C3=C(C=CC(=C3)F)NC2=O)C. Synergy scores: CSS=49.2, Synergy_ZIP=-8.29, Synergy_Bliss=-7.95, Synergy_Loewe=-6.77, Synergy_HSA=-3.83. Drug 2: CN(CCCl)CCCl.Cl. (5) Drug 1: COC1=CC(=CC(=C1O)OC)C2C3C(COC3=O)C(C4=CC5=C(C=C24)OCO5)OC6C(C(C7C(O6)COC(O7)C8=CC=CS8)O)O. Drug 2: C1=CC(=CC=C1CC(C(=O)O)N)N(CCCl)CCCl.Cl. Cell line: NCIH23. Synergy scores: CSS=54.4, Synergy_ZIP=-4.40, Synergy_Bliss=-1.25, Synergy_Loewe=-21.6, Synergy_HSA=0.310.